This data is from Reaction yield outcomes from USPTO patents with 853,638 reactions. The task is: Predict the reaction yield, written as a fraction of the theoretical maximum amount of product (1.0 means a 100% yield; for example, 0.34 means a 34% yield). (1) The reactants are [C:1]([C:3]1[CH:11]=[CH:10][C:6](C(O)=O)=[CH:5][N:4]=1)#[N:2].CCN(CC)CC.Cl[C:20](OCC)=[O:21].[BH4-].[Na+]. The catalyst is C1COCC1. The product is [OH:21][CH2:20][C:5]1[N:4]=[C:3]([C:1]#[N:2])[CH:11]=[CH:10][CH:6]=1. The yield is 0.200. (2) The reactants are [F:1][CH:2]([F:18])[O:3][C:4]1[C:9]([C:10]2[CH:11]=[C:12]([OH:16])[CH:13]=[CH:14][CH:15]=2)=[CH:8][C:7]([CH3:17])=[CH:6][N:5]=1.[Br:19]C1C(OC(F)F)=NC=C(CBr)C=1.[OH:32][C:33]1C=C(B(O)O)C=[CH:37][CH:38]=1.C(=O)([O-])[O-].[Na+].[Na+]. The catalyst is C1C=CC(P(C2C=CC=CC=2)[C-]2C=CC=C2)=CC=1.C1C=CC(P(C2C=CC=CC=2)[C-]2C=CC=C2)=CC=1.Cl[Pd]Cl.[Fe+2].C(#N)C.O. The product is [Br:19][CH2:17][C:7]1[CH:8]=[C:9]([C:10]2[CH:15]=[CH:14][CH:13]=[C:12]([O:16][CH:38]3[CH2:33][O:32][CH2:37]3)[CH:11]=2)[C:4]([O:3][CH:2]([F:1])[F:18])=[N:5][CH:6]=1. The yield is 0.910. (3) The reactants are [Cl:1][C:2]1[C:3]([CH3:11])=[C:4]([CH:8]=[CH:9][CH:10]=1)[C:5](O)=[O:6].Cl. The catalyst is C1COCC1. The product is [Cl:1][C:2]1[C:3]([CH3:11])=[C:4]([CH:8]=[CH:9][CH:10]=1)[CH2:5][OH:6]. The yield is 0.970. (4) The reactants are [CH3:1][N:2]([CH3:16])[C:3]([N:5]1[CH2:9][CH:8]2[CH2:10][C:11]([N+:14]#[C-])([CH3:13])[CH2:12][CH:7]2[CH2:6]1)=[O:4].Cl. The catalyst is C(O)C. The product is [CH3:16][N:2]([CH3:1])[C:3]([N:5]1[CH2:9][CH:8]2[CH2:10][C:11]([NH2:14])([CH3:13])[CH2:12][CH:7]2[CH2:6]1)=[O:4]. The yield is 0.757. (5) The reactants are [CH:1]([C:3]1[CH:4]=[C:5]2[C:9](=[CH:10][CH:11]=1)[NH:8][CH:7]=[CH:6]2)=[CH2:2].[C:12](O[C:12]([O:14][C:15]([CH3:18])([CH3:17])[CH3:16])=[O:13])([O:14][C:15]([CH3:18])([CH3:17])[CH3:16])=[O:13]. The catalyst is C(#N)C.CN(C1C=CN=CC=1)C.C(Cl)Cl. The product is [C:15]([O:14][C:12]([N:8]1[C:9]2[C:5](=[CH:4][C:3]([CH:1]=[CH2:2])=[CH:11][CH:10]=2)[CH:6]=[CH:7]1)=[O:13])([CH3:18])([CH3:17])[CH3:16]. The yield is 0.590. (6) The reactants are O1[C:5]2([CH2:10][CH2:9][CH:8]([C:11]3[CH:16]=[CH:15][C:14]([OH:17])=[CH:13][C:12]=3[OH:18])[CH2:7][CH2:6]2)[O:4]CC1.O.[NH+]1C=CC=CC=1. The catalyst is CC(C)=O. The product is [OH:18][C:12]1[CH:13]=[C:14]([OH:17])[CH:15]=[CH:16][C:11]=1[CH:8]1[CH2:7][CH2:6][C:5](=[O:4])[CH2:10][CH2:9]1. The yield is 1.00. (7) The reactants are [CH2:1]([N:8]1[C:12](=[O:13])[CH:11]=[CH:10][C:9]1=[O:14])[C:2]1[CH:7]=[CH:6][CH:5]=[CH:4][CH:3]=1.CO[CH2:17][N:18]([CH2:24][C:25]1[CH:30]=[CH:29][CH:28]=[CH:27][CH:26]=1)[CH2:19][Si](C)(C)C.FC(F)(F)C(O)=O. The catalyst is C1(C)C=CC=CC=1. The product is [CH2:1]([N:8]1[C:12](=[O:13])[CH:11]2[CH:10]([CH2:17][N:18]([CH2:24][C:25]3[CH:30]=[CH:29][CH:28]=[CH:27][CH:26]=3)[CH2:19]2)[C:9]1=[O:14])[C:2]1[CH:3]=[CH:4][CH:5]=[CH:6][CH:7]=1. The yield is 0.720.